From a dataset of Forward reaction prediction with 1.9M reactions from USPTO patents (1976-2016). Predict the product of the given reaction. (1) Given the reactants Cl.[CH:2]([N:5]1[C:13]2[C:8](=[CH:9][C:10]([C:14]3[O:18][N:17]=[C:16]([C:19]4[CH:28]=[CH:27][CH:26]=[C:25]5[C:20]=4[CH2:21][CH2:22][NH:23][CH2:24]5)[N:15]=3)=[CH:11][CH:12]=2)[CH:7]=[CH:6]1)([CH3:4])[CH3:3].C(N1CCOCC1)C.[C:37]([NH:44][C@H:45]([C:48](O)=[O:49])[CH2:46][OH:47])([O:39][C:40]([CH3:43])([CH3:42])[CH3:41])=[O:38].OC1C2N=NNC=2C=CC=1.C(N=C=NCCCN(C)C)C, predict the reaction product. The product is: [C:40]([O:39][C:37](=[O:38])[NH:44][C@@H:45]([CH2:48][OH:49])[C:46]([N:23]1[CH2:22][CH2:21][C:20]2[C:25](=[CH:26][CH:27]=[CH:28][C:19]=2[C:16]2[N:15]=[C:14]([C:10]3[CH:9]=[C:8]4[C:13](=[CH:12][CH:11]=3)[N:5]([CH:2]([CH3:4])[CH3:3])[CH:6]=[CH:7]4)[O:18][N:17]=2)[CH2:24]1)=[O:47])([CH3:43])([CH3:41])[CH3:42]. (2) Given the reactants [OH:1][C:2]1[CH:3]=[C:4]2[O:24][C:23]([CH3:26])([CH3:25])[CH:22]=[CH:21][C:5]2=[C:6]2[C:15]=1[C:14](=[O:16])[C:13]1[C:8](=[CH:9][CH:10]=[C:11]3[CH:20]=[CH:19][CH:18]=[CH:17][C:12]3=1)[NH:7]2.[H-].[Na+].[CH3:29]OS(OC)(=O)=O, predict the reaction product. The product is: [CH3:29][O:1][C:2]1[CH:3]=[C:4]2[O:24][C:23]([CH3:26])([CH3:25])[CH:22]=[CH:21][C:5]2=[C:6]2[C:15]=1[C:14](=[O:16])[C:13]1[C:8](=[CH:9][CH:10]=[C:11]3[CH:20]=[CH:19][CH:18]=[CH:17][C:12]3=1)[NH:7]2. (3) Given the reactants [C:1]([O:5][C:6](=[O:18])[CH2:7][CH2:8][NH:9][C:10]1[CH:15]=[CH:14][C:13]([Cl:16])=[C:12]([Cl:17])[CH:11]=1)([CH3:4])([CH3:3])[CH3:2].Br[CH2:20][C:21]([O:23][CH3:24])=[O:22].N1C(C)=CC=CC=1C, predict the reaction product. The product is: [C:1]([O:5][C:6](=[O:18])[CH2:7][CH2:8][N:9]([C:10]1[CH:15]=[CH:14][C:13]([Cl:16])=[C:12]([Cl:17])[CH:11]=1)[CH2:20][C:21]([O:23][CH3:24])=[O:22])([CH3:4])([CH3:2])[CH3:3]. (4) The product is: [CH3:1][N:2]1[CH:11]=[CH:10][C:9]2[C:4](=[CH:5][CH:6]=[C:7]([C:23]3[CH:28]=[CH:27][CH:26]=[CH:25][N:24]=3)[CH:8]=2)[C:3]1=[O:21]. Given the reactants [CH3:1][N:2]1[CH:11]=[CH:10][C:9]2[C:4](=[CH:5][CH:6]=[C:7](B3OC(C)(C)C(C)(C)O3)[CH:8]=2)[C:3]1=[O:21].Br[C:23]1[CH:28]=[CH:27][CH:26]=[CH:25][N:24]=1.C([O-])(O)=O.[Na+], predict the reaction product. (5) Given the reactants Cl[C:2]1[N:3]=[C:4]([N:20]2[CH2:25][CH2:24][O:23][CH2:22][CH2:21]2)[C:5]2[S:10][C:9]([C:11]3[CH:12]=[C:13]([CH:17]=[CH:18][CH:19]=3)[C:14]([OH:16])=[O:15])=[CH:8][C:6]=2[N:7]=1.CC1(C)C(C)(C)OB([C:34]2[CH:42]=[CH:41][CH:40]=[C:39]3[C:35]=2[CH:36]=[N:37][NH:38]3)O1, predict the reaction product. The product is: [NH:38]1[C:39]2[C:35](=[C:34]([C:2]3[N:3]=[C:4]([N:20]4[CH2:25][CH2:24][O:23][CH2:22][CH2:21]4)[C:5]4[S:10][C:9]([C:11]5[CH:12]=[C:13]([CH:17]=[CH:18][CH:19]=5)[C:14]([OH:16])=[O:15])=[CH:8][C:6]=4[N:7]=3)[CH:42]=[CH:41][CH:40]=2)[CH:36]=[N:37]1. (6) Given the reactants [C:1]([O:5][C:6](=[O:41])[NH:7][CH2:8][C:9]1[CH:40]=[CH:39][C:12]2[N:13]([CH2:34][CH2:35][CH2:36][CH2:37][OH:38])[C:14]([CH2:16][N:17]3[C:26]4[C:21](=[CH:22][CH:23]=[CH:24][CH:25]=4)[C:20](=[O:27])[N:19]([CH2:28][C:29]([F:32])([F:31])[F:30])[C:18]3=[O:33])=[N:15][C:11]=2[CH:10]=1)([CH3:4])([CH3:3])[CH3:2].CCN(C(C)C)C(C)C.[C:51](Cl)(=[O:53])[CH3:52], predict the reaction product. The product is: [C:1]([O:5][C:6]([NH:7][CH2:8][C:9]1[CH:40]=[CH:39][C:12]2[N:13]([CH2:34][CH2:35][CH2:36][CH2:37][O:38][C:51](=[O:53])[CH3:52])[C:14]([CH2:16][N:17]3[C:26]4[C:21](=[CH:22][CH:23]=[CH:24][CH:25]=4)[C:20](=[O:27])[N:19]([CH2:28][C:29]([F:31])([F:30])[F:32])[C:18]3=[O:33])=[N:15][C:11]=2[CH:10]=1)=[O:41])([CH3:4])([CH3:2])[CH3:3]. (7) The product is: [CH:25]1([C:31]#[C:32][C:12]([C:15]2[N:16]=[C:17]([C:21]([O:23][CH3:24])=[O:22])[CH:18]=[CH:19][CH:20]=2)=[O:14])[CH2:30][CH2:29][CH2:28][CH2:27][CH2:26]1. Given the reactants S(Cl)(Cl)=O.C1(C)C=CC=CC=1.[C:12]([C:15]1[CH:20]=[CH:19][CH:18]=[C:17]([C:21]([O:23][CH3:24])=[O:22])[N:16]=1)([OH:14])=O.[CH:25]1([C:31]#[CH:32])[CH2:30][CH2:29][CH2:28][CH2:27][CH2:26]1, predict the reaction product. (8) The product is: [Br:3][C:4]1[C:5]([F:15])=[C:6]2[C:7](=[C:8]([C:9]([OH:11])=[O:10])[CH:12]=1)[NH:13][C:17]1[CH2:18][CH:19]([C:23]([O:25][CH2:26][CH3:27])=[O:24])[CH2:20][CH2:21][C:22]2=1. Given the reactants Cl.Cl.[Br:3][C:4]1[C:5]([F:15])=[CH:6][C:7]([NH:13]N)=[C:8]([CH:12]=1)[C:9]([OH:11])=[O:10].O=[C:17]1[CH2:22][CH2:21][CH2:20][CH:19]([C:23]([O:25][CH2:26][CH3:27])=[O:24])[CH2:18]1, predict the reaction product. (9) Given the reactants [N:1]1[CH:6]=[CH:5][C:4]([C:7]2[C:16]3[C:11](=[CH:12][CH:13]=[C:14]([CH:17]=O)[CH:15]=3)[N:10]=[CH:9][CH:8]=2)=[CH:3][CH:2]=1.[S:19]1[CH2:23][C:22](=[O:24])[NH:21][C:20]1=[O:25].N1CCCCC1.C(O)(=O)C, predict the reaction product. The product is: [N:1]1[CH:2]=[CH:3][C:4]([C:7]2[C:16]3[C:11](=[CH:12][CH:13]=[C:14](/[CH:17]=[C:23]4/[C:22](=[O:24])[NH:21][C:20](=[O:25])[S:19]/4)[CH:15]=3)[N:10]=[CH:9][CH:8]=2)=[CH:5][CH:6]=1.